From a dataset of Catalyst prediction with 721,799 reactions and 888 catalyst types from USPTO. Predict which catalyst facilitates the given reaction. Reactant: [C:1]([C:3]1[CH:8]=[CH:7][C:6]([C:9]2[CH:10]=[C:11]3[N:24]([CH2:25][CH:26]4[C@@H:31]5[C@H:27]4[CH2:28][N:29](C(OC(C)(C)C)=O)[CH2:30]5)[N:23]=[CH:22][C:12]3=[N:13][C:14]=2[C:15]2[CH:20]=[CH:19][C:18]([CH3:21])=[CH:17][CH:16]=2)=[CH:5][CH:4]=1)#[N:2].Cl. Product: [C@@H:27]12[CH:26]([CH2:25][N:24]3[C:11]4[C:12](=[N:13][C:14]([C:15]5[CH:16]=[CH:17][C:18]([CH3:21])=[CH:19][CH:20]=5)=[C:9]([C:6]5[CH:7]=[CH:8][C:3]([C:1]#[N:2])=[CH:4][CH:5]=5)[CH:10]=4)[CH:22]=[N:23]3)[C@@H:31]1[CH2:30][NH:29][CH2:28]2. The catalyst class is: 135.